Regression. Given a peptide amino acid sequence and an MHC pseudo amino acid sequence, predict their binding affinity value. This is MHC class I binding data. From a dataset of Peptide-MHC class I binding affinity with 185,985 pairs from IEDB/IMGT. The peptide sequence is SKPASLVSSL. The MHC is HLA-A01:01 with pseudo-sequence HLA-A01:01. The binding affinity (normalized) is 0.